From a dataset of Peptide-MHC class II binding affinity with 134,281 pairs from IEDB. Regression. Given a peptide amino acid sequence and an MHC pseudo amino acid sequence, predict their binding affinity value. This is MHC class II binding data. (1) The peptide sequence is PYGATISATPEWATP. The MHC is DRB1_1501 with pseudo-sequence DRB1_1501. The binding affinity (normalized) is 0.165. (2) The peptide sequence is SVGSLGRYKDEKDVT. The MHC is HLA-DPA10103-DPB10401 with pseudo-sequence HLA-DPA10103-DPB10401. The binding affinity (normalized) is 0.0634.